From a dataset of Forward reaction prediction with 1.9M reactions from USPTO patents (1976-2016). Predict the product of the given reaction. (1) Given the reactants Br[C:2]1[O:6][C:5]([C:7]([OH:9])=O)=[CH:4][CH:3]=1.[CH2:10]([Li])[CH2:11][CH2:12][CH3:13].[F:15][C:16]([F:24])([F:23])[C:17]([C:19]([F:22])([F:21])[F:20])=[O:18], predict the reaction product. The product is: [F:15][C:16]([F:24])([F:23])[C:17]([C:2]1[O:6][C:5]([C:7](=[O:9])[CH2:10][CH2:11][CH2:12][CH3:13])=[CH:4][CH:3]=1)([OH:18])[C:19]([F:22])([F:21])[F:20]. (2) Given the reactants [CH:1]1([N:4]([CH2:15][CH3:16])[CH2:5][C:6]2[CH:11]=[CH:10][C:9]([C:12]#[CH:13])=[CH:8][C:7]=2[CH3:14])[CH2:3][CH2:2]1.[CH2:17]([O:19][C:20](=[O:28])[C:21]1[CH:26]=[CH:25][C:24](I)=[CH:23][CH:22]=1)[CH3:18], predict the reaction product. The product is: [CH:1]1([N:4]([CH2:5][C:6]2[CH:11]=[CH:10][C:9]([C:12]#[C:13][C:24]3[CH:25]=[CH:26][C:21]([C:20]([O:19][CH2:17][CH3:18])=[O:28])=[CH:22][CH:23]=3)=[CH:8][C:7]=2[CH3:14])[CH2:15][CH3:16])[CH2:3][CH2:2]1.